Dataset: Forward reaction prediction with 1.9M reactions from USPTO patents (1976-2016). Task: Predict the product of the given reaction. (1) Given the reactants [P:1]([O-:8])([O:5][CH2:6][CH3:7])[O:2][CH2:3][CH3:4].[O:9]1[CH2:13][CH2:12][N:11]([CH2:14][CH2:15][OH:16])[CH2:10]1, predict the reaction product. The product is: [OH:9][CH2:13][CH2:12][N:11]([CH2:10][P:1](=[O:8])([O:5][CH2:6][CH3:7])[O:2][CH2:3][CH3:4])[CH2:14][CH2:15][OH:16]. (2) Given the reactants [NH2:1][N:2]1[CH:6]=[CH:5][C:4]([Br:7])=[C:3]1[C:8]([NH:10][C:11]1[CH:16]=[C:15]([Cl:17])[CH:14]=[C:13]([Cl:18])[CH:12]=1)=[O:9].CCN(C(C)C)C(C)C.[C:28]([O:32][C:33]([NH:35][C@@H:36]([CH3:40])[C:37](O)=[O:38])=[O:34])([CH3:31])([CH3:30])[CH3:29].C(P1(=O)OP(CCC)(=O)OP(CCC)(=O)O1)CC, predict the reaction product. The product is: [Br:7][C:4]1[CH:5]=[CH:6][N:2]([NH:1][C:37](=[O:38])[C@@H:36]([NH:35][C:33](=[O:34])[O:32][C:28]([CH3:30])([CH3:29])[CH3:31])[CH3:40])[C:3]=1[C:8](=[O:9])[NH:10][C:11]1[CH:16]=[C:15]([Cl:17])[CH:14]=[C:13]([Cl:18])[CH:12]=1. (3) Given the reactants C(N(CC)CC)C.[CH3:8][S:9](Cl)(=[O:11])=[O:10].[C:13]([C:15]1[C:16]([NH:41][CH2:42][CH2:43][O:44][CH3:45])=[CH:17][C:18]([NH:21][C:22]([N:24]2[C:33]3[C:28](=[CH:29][C:30]([CH2:39][OH:40])=[C:31]([CH:34]([O:37][CH3:38])[O:35][CH3:36])[N:32]=3)[CH2:27][CH2:26][CH2:25]2)=[O:23])=[N:19][CH:20]=1)#[N:14], predict the reaction product. The product is: [CH3:8][S:9]([O:40][CH2:39][C:30]1[C:31]([CH:34]([O:37][CH3:38])[O:35][CH3:36])=[N:32][C:33]2[N:24]([C:22](=[O:23])[NH:21][C:18]3[CH:17]=[C:16]([NH:41][CH2:42][CH2:43][O:44][CH3:45])[C:15]([C:13]#[N:14])=[CH:20][N:19]=3)[CH2:25][CH2:26][CH2:27][C:28]=2[CH:29]=1)(=[O:11])=[O:10]. (4) Given the reactants [CH3:1][O:2][C:3]([CH2:5]P(OC)(OC)=O)=[O:4].[H-].[Na+].[F:14][C:15]1[CH:22]=[CH:21][C:18]([CH:19]=O)=[CH:17][C:16]=1[N+:23]([O-:25])=[O:24].CCOC(C)=O.O, predict the reaction product. The product is: [CH3:1][O:2][C:3](=[O:4])[CH:5]=[CH:19][C:18]1[CH:21]=[CH:22][C:15]([F:14])=[C:16]([N+:23]([O-:25])=[O:24])[CH:17]=1. (5) Given the reactants [CH:1]1([N:6]2[C:14]3[C:9](=[CH:10][C:11]([F:16])=[C:12]([CH3:15])[CH:13]=3)[C:8]([C:17](Cl)=[O:18])=[C:7]2[C:20]2[CH:25]=[CH:24][C:23]([S:26](=[O:35])(=[O:34])[NH:27][C@@H:28]([CH3:33])[C:29]([F:32])([F:31])[F:30])=[CH:22][N:21]=2)[CH2:5][CH2:4][CH2:3][CH2:2]1.[CH3:36][NH2:37].C1COCC1, predict the reaction product. The product is: [CH:1]1([N:6]2[C:14]3[C:9](=[CH:10][C:11]([F:16])=[C:12]([CH3:15])[CH:13]=3)[C:8]([C:17]([NH:37][CH3:36])=[O:18])=[C:7]2[C:20]2[CH:25]=[CH:24][C:23]([S:26](=[O:35])(=[O:34])[NH:27][C@@H:28]([CH3:33])[C:29]([F:32])([F:31])[F:30])=[CH:22][N:21]=2)[CH2:5][CH2:4][CH2:3][CH2:2]1. (6) Given the reactants Cl[C:2]1[N:7]=[N:6][C:5]([N:8]([CH3:19])[CH:9]2[CH2:14][C:13]([CH3:16])([CH3:15])[NH:12][C:11]([CH3:18])([CH3:17])[CH2:10]2)=[CH:4][CH:3]=1.[CH3:20][O:21][C:22]1[CH:23]=[C:24]2[C:29](=[CH:30][C:31]=1B(O)O)[N:28]=[C:27]([CH3:35])[CH:26]=[CH:25]2, predict the reaction product. The product is: [CH3:20][O:21][C:22]1[CH:23]=[C:24]2[C:29](=[CH:30][C:31]=1[C:2]1[N:7]=[N:6][C:5]([N:8]([CH3:19])[CH:9]3[CH2:14][C:13]([CH3:16])([CH3:15])[NH:12][C:11]([CH3:18])([CH3:17])[CH2:10]3)=[CH:4][CH:3]=1)[N:28]=[C:27]([CH3:35])[CH:26]=[CH:25]2. (7) Given the reactants FC(F)(F)S(O[C:7]1[CH:16]=[C:15]2[C:10]([CH2:11][C@@H:12]([C:38](=[O:50])[NH:39][C@H:40]3[C:49]4[C:44](=[CH:45][CH:46]=[CH:47][CH:48]=4)[CH2:43][CH2:42][CH2:41]3)[N:13]([C:17](=[O:37])[C@@H:18]([NH:23][C:24](=[O:36])[C@@H:25]([N:27]([C:29]([O:31][C:32]([CH3:35])([CH3:34])[CH3:33])=[O:30])[CH3:28])[CH3:26])[C:19]([CH3:22])([CH3:21])[CH3:20])[CH2:14]2)=[CH:9][CH:8]=1)(=O)=O.[C:53]([C:55]1[CH:64]=[CH:63][C:58]([C:59]([O:61][CH3:62])=[O:60])=[CH:57][CH:56]=1)#[CH:54], predict the reaction product. The product is: [C:32]([O:31][C:29]([N:27]([CH3:28])[C@@H:25]([CH3:26])[C:24]([NH:23][C@@H:18]([C:19]([CH3:22])([CH3:21])[CH3:20])[C:17]([N:13]1[C@H:12]([C:38](=[O:50])[NH:39][C@H:40]2[C:49]3[C:44](=[CH:45][CH:46]=[CH:47][CH:48]=3)[CH2:43][CH2:42][CH2:41]2)[CH2:11][C:10]2[C:15](=[CH:16][C:7]([C:54]#[C:53][C:55]3[CH:64]=[CH:63][C:58]([C:59]([O:61][CH3:62])=[O:60])=[CH:57][CH:56]=3)=[CH:8][CH:9]=2)[CH2:14]1)=[O:37])=[O:36])=[O:30])([CH3:35])([CH3:34])[CH3:33]. (8) Given the reactants [Br:1][C:2]1[CH:3]=[CH:4][C:5]([NH2:9])=[N:6][C:7]=1Br.[C:10]([Si:12]([CH:19]([CH3:21])[CH3:20])([CH:16]([CH3:18])[CH3:17])[CH:13]([CH3:15])[CH3:14])#[CH:11].C(N(CC)CC)C.C(#N)C, predict the reaction product. The product is: [Br:1][C:2]1[CH:3]=[CH:4][C:5]([NH2:9])=[N:6][C:7]=1[C:11]#[C:10][Si:12]([CH:13]([CH3:15])[CH3:14])([CH:19]([CH3:21])[CH3:20])[CH:16]([CH3:18])[CH3:17]. (9) Given the reactants [H-].[Na+].[Si:3]([O:20][CH2:21][C@H:22]1[CH2:27][CH2:26][C@H:25]([OH:28])[CH2:24][CH2:23]1)([C:16]([CH3:19])([CH3:18])[CH3:17])([C:10]1[CH:15]=[CH:14][CH:13]=[CH:12][CH:11]=1)[C:4]1[CH:9]=[CH:8][CH:7]=[CH:6][CH:5]=1.Br[CH2:30][C:31]([OH:33])=[O:32], predict the reaction product. The product is: [Si:3]([O:20][CH2:21][C@H:22]1[CH2:23][CH2:24][C@H:25]([O:28][CH2:30][C:31]([OH:33])=[O:32])[CH2:26][CH2:27]1)([C:16]([CH3:19])([CH3:17])[CH3:18])([C:10]1[CH:15]=[CH:14][CH:13]=[CH:12][CH:11]=1)[C:4]1[CH:5]=[CH:6][CH:7]=[CH:8][CH:9]=1. (10) Given the reactants [C:1]([C:5]1[CH:6]=[CH:7][C:8]2[N:9]([CH:11]=[C:12]([C@@H:14]3[C@@H:17]([CH3:18])[C:16](=[O:19])[N:15]3[C:20]([O:22][C:23]([CH3:26])([CH3:25])[CH3:24])=[O:21])[N:13]=2)[CH:10]=1)([CH3:4])([CH3:3])[CH3:2].[OH-].[NH4+:28], predict the reaction product. The product is: [NH2:28][C:16](=[O:19])[C@H:17]([CH3:18])[C@H:14]([NH:15][C:20](=[O:21])[O:22][C:23]([CH3:24])([CH3:26])[CH3:25])[C:12]1[N:13]=[C:8]2[CH:7]=[CH:6][C:5]([C:1]([CH3:2])([CH3:4])[CH3:3])=[CH:10][N:9]2[CH:11]=1.